From a dataset of Reaction yield outcomes from USPTO patents with 853,638 reactions. Predict the reaction yield, written as a fraction of the theoretical maximum amount of product (1.0 means a 100% yield; for example, 0.34 means a 34% yield). (1) The reactants are C([O:8][C:9]1[C:18]([Br:19])=[CH:17][CH:16]=[C:15]2[C:10]=1[C:11]([C:24]([F:27])([F:26])[F:25])=[CH:12][C:13]([O:20][CH:21]([CH3:23])[CH3:22])=[N:14]2)C1C=CC=CC=1.C([O-])([O-])=O.[K+].[K+]. The catalyst is CS(O)(=O)=O.C(O)(=O)C.O. The product is [Br:19][C:18]1[C:9]([OH:8])=[C:10]2[C:15](=[CH:16][CH:17]=1)[N:14]=[C:13]([O:20][CH:21]([CH3:23])[CH3:22])[CH:12]=[C:11]2[C:24]([F:27])([F:26])[F:25]. The yield is 0.920. (2) The reactants are [CH:1]([C:3]1[CH:8]=[CH:7][C:6]([C:9]2[C:10]([C:15]#[N:16])=[CH:11][CH:12]=[CH:13][CH:14]=2)=[CH:5][CH:4]=1)=[O:2].[CH3:17][Mg]Br.Cl. The catalyst is O1CCCC1. The product is [OH:2][CH:1]([C:3]1[CH:4]=[CH:5][C:6]([C:9]2[C:10]([C:15]#[N:16])=[CH:11][CH:12]=[CH:13][CH:14]=2)=[CH:7][CH:8]=1)[CH3:17]. The yield is 0.930.